From a dataset of Reaction yield outcomes from USPTO patents with 853,638 reactions. Predict the reaction yield, written as a fraction of the theoretical maximum amount of product (1.0 means a 100% yield; for example, 0.34 means a 34% yield). (1) The reactants are Br[C:2]1[N:6]2[N:7]=[C:8]([Cl:11])[CH:9]=[CH:10][C:5]2=[N:4][CH:3]=1.C1C=CC(P(C2C=CC=CC=2)C2C=CC=CC=2)=CC=1.[C:31]([C:33]1[CH:34]=[C:35]([CH:38]=[CH:39][C:40]=1[CH3:41])[C:36]#[N:37])#[CH:32].CCN(CC)CC. The catalyst is C1COCC1.CN(C=O)C.Cl[Pd](Cl)([P](C1C=CC=CC=1)(C1C=CC=CC=1)C1C=CC=CC=1)[P](C1C=CC=CC=1)(C1C=CC=CC=1)C1C=CC=CC=1.[Cu]I. The product is [Cl:11][C:8]1[CH:9]=[CH:10][C:5]2[N:6]([C:2]([C:32]#[C:31][C:33]3[CH:34]=[C:35]([CH:38]=[CH:39][C:40]=3[CH3:41])[C:36]#[N:37])=[CH:3][N:4]=2)[N:7]=1. The yield is 0.690. (2) The product is [Cl:23][C:15]1[CH:14]=[C:13]([CH:4]([CH2:5][CH:6]2[CH2:11][CH2:10][C:9](=[O:12])[CH2:8][CH2:7]2)[C:3]([OH:24])=[O:2])[CH:18]=[CH:17][C:16]=1[S:19]([CH3:22])(=[O:21])=[O:20]. The catalyst is CO.O. The yield is 0.970. The reactants are C[O:2][C:3](=[O:24])[CH:4]([C:13]1[CH:18]=[CH:17][C:16]([S:19]([CH3:22])(=[O:21])=[O:20])=[C:15]([Cl:23])[CH:14]=1)[CH2:5][CH:6]1[CH2:11][CH2:10][C:9](=[O:12])[CH2:8][CH2:7]1.[OH-].[Li+]. (3) The reactants are COC1C=C(OC)C=CC=1C[N:6]([C:30]1[CH:35]=[CH:34][N:33]=[CH:32][N:31]=1)[S:7]([C:10]1[CH:15]=[CH:14][C:13]([O:16][C@H:17]2[CH2:22][CH2:21][CH2:20][CH2:19][C@@H:18]2[C:23]2[N:27]([CH3:28])[N:26]=[CH:25][CH:24]=2)=[C:12]([CH3:29])[CH:11]=1)(=[O:9])=[O:8].C([SiH](CC)CC)C.FC(F)(F)C(O)=O. The catalyst is ClCCl. The product is [CH3:29][C:12]1[CH:11]=[C:10]([S:7]([NH:6][C:30]2[CH:35]=[CH:34][N:33]=[CH:32][N:31]=2)(=[O:8])=[O:9])[CH:15]=[CH:14][C:13]=1[O:16][C@H:17]1[CH2:22][CH2:21][CH2:20][CH2:19][C@@H:18]1[C:23]1[N:27]([CH3:28])[N:26]=[CH:25][CH:24]=1. The yield is 0.840.